From a dataset of Full USPTO retrosynthesis dataset with 1.9M reactions from patents (1976-2016). Predict the reactants needed to synthesize the given product. Given the product [C:22]1([C@@H:24]2[CH2:28][CH2:27][C@H:26]([NH:29][C:30](=[O:36])[O:31][C:32]([CH3:35])([CH3:34])[CH3:33])[CH2:25]2)[N:19]2[C:14]3[CH:13]=[CH:12][NH:11][C:15]=3[N:16]=[CH:17][C:18]2=[N:20][N:21]=1, predict the reactants needed to synthesize it. The reactants are: S([N:11]1[C:15]2=[N:16][CH:17]=[C:18]([NH:20][NH:21][C:22]([C@@H:24]3[CH2:28][CH2:27][C@H:26]([NH:29][C:30](=[O:36])[O:31][C:32]([CH3:35])([CH3:34])[CH3:33])[CH2:25]3)=O)[N:19]=[C:14]2[CH:13]=[CH:12]1)(C1C=CC(C)=CC=1)(=O)=O.O=S(Cl)Cl.C([O-])([O-])=O.[Na+].[Na+].O.